From a dataset of Full USPTO retrosynthesis dataset with 1.9M reactions from patents (1976-2016). Predict the reactants needed to synthesize the given product. (1) Given the product [C:65]([C:64]1[CH:67]=[CH:68][C:61]([C:55]2([F:54])[CH2:60][CH2:59][N:58]([C:9]([C:8]3[C:7]([CH2:18][CH3:19])=[CH:6][C:5]([CH:1]4[CH2:4][CH2:3][CH2:2]4)=[C:13]([CH:12]=3)[C:14]([O:16][CH3:17])=[O:15])=[O:10])[CH2:57][CH2:56]2)=[CH:62][CH:63]=1)#[N:66], predict the reactants needed to synthesize it. The reactants are: [CH:1]1([C:5]2[C:13]([C:14]([O:16][CH3:17])=[O:15])=[CH:12][C:8]([C:9](O)=[O:10])=[C:7]([CH2:18][CH3:19])[CH:6]=2)[CH2:4][CH2:3][CH2:2]1.CN(C(ON1N=NC2C=CC=CC1=2)=[N+](C)C)C.F[P-](F)(F)(F)(F)F.CCN(C(C)C)C(C)C.Cl.[F:54][C:55]1([C:61]2[CH:68]=[CH:67][C:64]([C:65]#[N:66])=[CH:63][CH:62]=2)[CH2:60][CH2:59][NH:58][CH2:57][CH2:56]1. (2) Given the product [F:35][C:2]1[C:7]([C:8]([O:10][CH2:11][CH3:12])=[O:9])=[C:6]([C:13]2[CH:18]=[CH:17][C:16]([CH3:19])=[CH:15][CH:14]=2)[C:5]([C:20]([O:22][CH3:23])=[O:21])=[C:4]([CH3:24])[N:3]=1, predict the reactants needed to synthesize it. The reactants are: N[C:2]1[C:7]([C:8]([O:10][CH2:11][CH3:12])=[O:9])=[C:6]([C:13]2[CH:18]=[CH:17][C:16]([CH3:19])=[CH:15][CH:14]=2)[C:5]([C:20]([O:22][CH3:23])=[O:21])=[C:4]([CH3:24])[N:3]=1.N([O-])=O.[Na+].C1C=CN=CC=1.[FH:35].C(=O)(O)[O-].[Na+].